The task is: Predict the product of the given reaction.. This data is from Forward reaction prediction with 1.9M reactions from USPTO patents (1976-2016). (1) Given the reactants [F:1][C:2]1[CH:3]=[C:4]([S:8]([C:11]2[CH:12]=[C:13]3[C:17](=[CH:18][CH:19]=2)[N:16]([CH:20]2[CH2:25][CH2:24][N:23](C(OC(C)(C)C)=O)[CH2:22][CH2:21]2)[CH2:15][CH2:14]3)(=[O:10])=[O:9])[CH:5]=[CH:6][CH:7]=1.[ClH:33], predict the reaction product. The product is: [ClH:33].[F:1][C:2]1[CH:3]=[C:4]([S:8]([C:11]2[CH:12]=[C:13]3[C:17](=[CH:18][CH:19]=2)[N:16]([CH:20]2[CH2:25][CH2:24][NH:23][CH2:22][CH2:21]2)[CH2:15][CH2:14]3)(=[O:10])=[O:9])[CH:5]=[CH:6][CH:7]=1. (2) Given the reactants O=[C:2]1[N:7]([CH2:8][C:9]([O:11][CH2:12][CH3:13])=[O:10])[C:6]2[N:14]=[CH:15][CH:16]=[CH:17][C:5]=2[C:4](=[O:18])[NH:3]1.[F:19][C:20]1[CH:25]=[C:24]([F:26])[CH:23]=[CH:22][C:21]=1[CH2:27][CH2:28]C(=N)N.FC(F)(F)C1C=CC(C2C=CC(CN)=CC=2)=CC=1.CC(N1CCC(=O)CC1)(C)C(OC)=O, predict the reaction product. The product is: [F:19][C:20]1[CH:25]=[C:24]([F:26])[CH:23]=[CH:22][C:21]=1[CH2:27][CH2:28][C:2]1[N:7]([CH2:8][C:9]([O:11][CH2:12][CH3:13])=[O:10])[C:6]2[N:14]=[CH:15][CH:16]=[CH:17][C:5]=2[C:4](=[O:18])[N:3]=1. (3) Given the reactants [F:1][C:2]([F:55])([CH2:48][CH2:49][CH2:50][CH2:51][CH2:52][CH2:53][CH3:54])[CH2:3][CH2:4][CH2:5][CH2:6][CH2:7][CH2:8]/[CH:9]=[CH:10]/[C@H:11]([C:25](N1[C@@H](C(C)C)C(C2C=CC=CC=2)(C2C=CC=CC=2)SC1=O)=[O:26])[C@@:12]([OH:24])([CH2:20][CH2:21][O:22][CH3:23])[C:13]([O:15][C:16]([CH3:19])([CH3:18])[CH3:17])=[O:14].[NH2:56][C@@H:57]([CH2:62][C:63]1[CH:68]=[CH:67][C:66]([O:69][CH2:70][CH2:71][CH2:72][CH3:73])=[CH:65][CH:64]=1)[C:58]([O:60][CH3:61])=[O:59], predict the reaction product. The product is: [CH2:70]([O:69][C:66]1[CH:65]=[CH:64][C:63]([CH2:62][C@H:57]([NH:56][C:25]([C@@H:11](/[CH:10]=[CH:9]/[CH2:8][CH2:7][CH2:6][CH2:5][CH2:4][CH2:3][C:2]([F:1])([F:55])[CH2:48][CH2:49][CH2:50][CH2:51][CH2:52][CH2:53][CH3:54])[C@@:12]([OH:24])([CH2:20][CH2:21][O:22][CH3:23])[C:13]([O:15][C:16]([CH3:19])([CH3:18])[CH3:17])=[O:14])=[O:26])[C:58]([O:60][CH3:61])=[O:59])=[CH:68][CH:67]=1)[CH2:71][CH2:72][CH3:73]. (4) Given the reactants N1C2C=CC=CC=2N=C1C1(CCC2OC(=O)C(CC)(CC)C2)CCNCC1.[F:28][C:29]([F:43])([F:42])[C:30]1[CH:31]=[CH:32][C:33]([N:36]2[CH2:41][CH2:40][NH:39][CH2:38][CH2:37]2)=[N:34][CH:35]=1.N1(C2C=CC=CC=2C#N)CCNCC1.CC1C=CC(S(O[CH2:69][CH2:70][CH:71]2[CH2:75][C:74]3([CH2:80][CH2:79][CH2:78][CH2:77][CH2:76]3)[C:73](=[O:81])[O:72]2)(=O)=O)=CC=1.CC1C=CC(S(OCCC2CC(CC)(CC)C(=O)O2)(=O)=O)=CC=1, predict the reaction product. The product is: [F:43][C:29]([F:28])([F:42])[C:30]1[CH:31]=[CH:32][C:33]([N:36]2[CH2:37][CH2:38][N:39]([CH2:69][CH2:70][CH:71]3[CH2:75][C:74]4([CH2:76][CH2:77][CH2:78][CH2:79][CH2:80]4)[C:73](=[O:81])[O:72]3)[CH2:40][CH2:41]2)=[N:34][CH:35]=1. (5) Given the reactants [CH2:1]([C:4]1[C:5]([Cl:13])=[C:6]2[CH:12]=[CH:11][NH:10][C:7]2=[N:8][CH:9]=1)[CH:2]=[CH2:3].[H-].[Na+].[S:16](Cl)([C:19]1[CH:25]=[CH:24][C:22]([CH3:23])=[CH:21][CH:20]=1)(=[O:18])=[O:17], predict the reaction product. The product is: [CH2:1]([C:4]1[C:5]([Cl:13])=[C:6]2[CH:12]=[CH:11][N:10]([S:16]([C:19]3[CH:25]=[CH:24][C:22]([CH3:23])=[CH:21][CH:20]=3)(=[O:18])=[O:17])[C:7]2=[N:8][CH:9]=1)[CH:2]=[CH2:3].